This data is from Retrosynthesis with 50K atom-mapped reactions and 10 reaction types from USPTO. The task is: Predict the reactants needed to synthesize the given product. (1) The reactants are: NS(=O)(=O)c1ccc(Br)s1.[C-]#N. Given the product N#Cc1ccc(S(N)(=O)=O)s1, predict the reactants needed to synthesize it. (2) Given the product Cc1ccc(NC(=O)c2nc(-c3ccc(Cl)cc3Cl)n(-c3ccc(OCc4ccccc4)cc3)c2C)nc1, predict the reactants needed to synthesize it. The reactants are: Cc1c(C(=O)O)nc(-c2ccc(Cl)cc2Cl)n1-c1ccc(OCc2ccccc2)cc1.Cc1ccc(N)nc1. (3) Given the product CCCN(CCC)Cc1ccc(NC(=O)c2ccc(CNC(=O)OC(C)(C)C)cc2)cc1, predict the reactants needed to synthesize it. The reactants are: CC(C)(C)OC(=O)NCc1ccc(C(=O)O)cc1.CCCN(CCC)Cc1ccc(N)cc1. (4) Given the product COc1ccc2ccc(N3C(=O)c4ccccc4C3OCC(=O)NCCC(C)C)nc2n1, predict the reactants needed to synthesize it. The reactants are: CC(C)CCN.COc1ccc2ccc(N3C(=O)c4ccccc4C3OCC(=O)O)nc2n1.